From a dataset of CYP3A4 inhibition data for predicting drug metabolism from PubChem BioAssay. Regression/Classification. Given a drug SMILES string, predict its absorption, distribution, metabolism, or excretion properties. Task type varies by dataset: regression for continuous measurements (e.g., permeability, clearance, half-life) or binary classification for categorical outcomes (e.g., BBB penetration, CYP inhibition). Dataset: cyp3a4_veith. (1) The compound is CCc1c(O)nc(SCC(=O)NC(C)(C)C)n(-c2ccccc2)c1=O. The result is 0 (non-inhibitor). (2) The molecule is COc1ccccc1C/C(N)=N/OC(=O)c1ccc(C)c([N+](=O)[O-])c1. The result is 1 (inhibitor). (3) The compound is CC12COC3(C(=O)Nc4nccs4)CC1CCC32C. The result is 1 (inhibitor). (4) The compound is COc1ccc(-c2nc3cnc(N(C)C)nc3n(CCc3ccccc3)c2=O)cc1. The result is 0 (non-inhibitor).